This data is from Reaction yield outcomes from USPTO patents with 853,638 reactions. The task is: Predict the reaction yield, written as a fraction of the theoretical maximum amount of product (1.0 means a 100% yield; for example, 0.34 means a 34% yield). (1) The reactants are C([O:3][C:4]([C:6]1([C:15](=[O:27])[NH:16][C:17]2[CH:26]=[CH:25][CH:24]=[C:23]3[C:18]=2[CH2:19][CH2:20][NH:21][CH2:22]3)[CH2:14][C:13]2[C:8](=[CH:9][CH:10]=[CH:11][CH:12]=2)[CH2:7]1)=[O:5])C.O1CCOCC1.CO.O. The catalyst is CO.C(Cl)Cl. The product is [CH2:22]1[C:23]2[C:18](=[C:17]([NH:16][C:15]([C:6]3([C:4]([OH:5])=[O:3])[CH2:14][C:13]4[C:8](=[CH:9][CH:10]=[CH:11][CH:12]=4)[CH2:7]3)=[O:27])[CH:26]=[CH:25][CH:24]=2)[CH2:19][CH2:20][NH:21]1. The yield is 0.990. (2) The reactants are CC1(C)C(C)(C)OB([C:9]2[CH:10]=[C:11]([CH2:15][N:16]3[CH2:21][CH2:20][O:19][CH2:18][CH2:17]3)[CH:12]=[N:13][CH:14]=2)O1.Br[C:24]1[CH:25]=[C:26]2[C:30](=[C:31]([C:33]([NH2:35])=[O:34])[CH:32]=1)[NH:29][CH:28]=[C:27]2[CH:36]1[CH2:41][CH2:40][N:39]([S:42]([CH2:45][CH3:46])(=[O:44])=[O:43])[CH2:38][CH2:37]1.C(=O)([O-])[O-].[K+].[K+].C12(PC34CC(CC3)CC4)CC(CC1)CC2. The catalyst is [Pd+2]. The product is [CH2:45]([S:42]([N:39]1[CH2:38][CH2:37][CH:36]([C:27]2[C:26]3[C:30](=[C:31]([C:33]([NH2:35])=[O:34])[CH:32]=[C:24]([C:9]4[CH:14]=[N:13][CH:12]=[C:11]([CH2:15][N:16]5[CH2:17][CH2:18][O:19][CH2:20][CH2:21]5)[CH:10]=4)[CH:25]=3)[NH:29][CH:28]=2)[CH2:41][CH2:40]1)(=[O:44])=[O:43])[CH3:46]. The yield is 0.430. (3) The reactants are [H-].[Na+].[O:3]1[C:7]2[CH:8]=[CH:9][C:10]([C:12]3([C:15]([NH:17][C:18]4[CH:19]=[CH:20][C:21]([CH3:35])=[C:22]([C:24]5[CH:29]=[CH:28][C:27]([C:30]([N:32]([CH3:34])[CH3:33])=[O:31])=[CH:26][CH:25]=5)[CH:23]=4)=[O:16])[CH2:14][CH2:13]3)=[CH:11][C:6]=2[O:5][CH2:4]1.IC. The catalyst is O1CCCC1.CN(C)C=O. The product is [O:3]1[C:7]2[CH:8]=[CH:9][C:10]([C:12]3([C:15]([NH:17][C:18]4[CH:19]=[CH:20][C:21]([CH2:35][O:3][CH:7]([CH3:8])[CH3:6])=[C:22]([C:24]5[CH:25]=[CH:26][C:27]([C:30]([N:32]([CH3:34])[CH3:33])=[O:31])=[CH:28][CH:29]=5)[CH:23]=4)=[O:16])[CH2:14][CH2:13]3)=[CH:11][C:6]=2[O:5][CH2:4]1. The yield is 0.420. (4) The reactants are [N:1]1([C:7]([O:9][C:10]([CH3:13])([CH3:12])[CH3:11])=[O:8])[CH2:6][CH2:5][NH:4][CH2:3][CH2:2]1.C(=O)([O-])[O-].[Cs+].[Cs+].C1(P(C2C=CC=CC=2)C2C=CC3C(=CC=CC=3)C=2C2C3C(=CC=CC=3)C=CC=2P(C2C=CC=CC=2)C2C=CC=CC=2)C=CC=CC=1.FC(F)(F)S(O[C:72]1[CH:81]=[CH:80][CH:79]=[C:78]2[C:73]=1[CH:74]=[CH:75][C:76]([CH3:82])=[N:77]2)(=O)=O. The catalyst is C1(C)C=CC=CC=1.C([O-])(=O)C.[Pd+2].C([O-])(=O)C. The product is [CH3:82][C:76]1[CH:75]=[CH:74][C:73]2[C:78](=[CH:79][CH:80]=[CH:81][C:72]=2[N:4]2[CH2:5][CH2:6][N:1]([C:7]([O:9][C:10]([CH3:13])([CH3:12])[CH3:11])=[O:8])[CH2:2][CH2:3]2)[N:77]=1. The yield is 0.840.